From a dataset of Catalyst prediction with 721,799 reactions and 888 catalyst types from USPTO. Predict which catalyst facilitates the given reaction. (1) Reactant: [N:1]1([CH2:7][CH2:8][NH:9][C:10]([C:12]2[N:17]=[CH:16][C:15]3[N:18]=[CH:19][N:20]([C:21]4[S:25][C:24]([C:26]([O:28]C)=O)=[C:23]([O:30][CH2:31][C:32]5[CH:37]=[CH:36][CH:35]=[CH:34][C:33]=5[C:38]([F:41])([F:40])[F:39])[CH:22]=4)[C:14]=3[CH:13]=2)=[O:11])[CH2:6][CH2:5][O:4][CH2:3][CH2:2]1.[NH3:42]. Product: [C:26]([C:24]1[S:25][C:21]([N:20]2[C:14]3[CH:13]=[C:12]([C:10]([NH:9][CH2:8][CH2:7][N:1]4[CH2:6][CH2:5][O:4][CH2:3][CH2:2]4)=[O:11])[N:17]=[CH:16][C:15]=3[N:18]=[CH:19]2)=[CH:22][C:23]=1[O:30][CH2:31][C:32]1[CH:37]=[CH:36][CH:35]=[CH:34][C:33]=1[C:38]([F:41])([F:39])[F:40])(=[O:28])[NH2:42]. The catalyst class is: 5. (2) Reactant: Cl.Cl.[NH:3]1[CH2:6][CH:5]([C:7]2[C:8]([O:28][CH3:29])=[C:9]([CH:15]([N:17]3[C:21]4=[N:22][CH:23]=[N:24][C:25]([NH2:26])=[C:20]4[C:19]([CH3:27])=[N:18]3)[CH3:16])[CH:10]=[C:11]([Cl:14])[C:12]=2[CH3:13])[CH2:4]1.[O:30]1[CH2:33][C:32](=O)[CH2:31]1.C(N(CC)CC)C.C(O[BH-](OC(=O)C)OC(=O)C)(=O)C.[Na+]. Product: [Cl:14][C:11]1[C:12]([CH3:13])=[C:7]([CH:5]2[CH2:4][N:3]([CH:32]3[CH2:33][O:30][CH2:31]3)[CH2:6]2)[C:8]([O:28][CH3:29])=[C:9]([CH:15]([N:17]2[C:21]3=[N:22][CH:23]=[N:24][C:25]([NH2:26])=[C:20]3[C:19]([CH3:27])=[N:18]2)[CH3:16])[CH:10]=1. The catalyst class is: 2. (3) Reactant: [Br:1][CH2:2][CH2:3][CH2:4][CH2:5][CH2:6][CH2:7][CH2:8][CH2:9][CH2:10][CH2:11][CH2:12][CH2:13][CH2:14][CH2:15][CH3:16].[C:17]1([P:23]([C:30]2[CH:35]=[CH:34][CH:33]=[CH:32][CH:31]=2)[C:24]2[CH:29]=[CH:28][CH:27]=[CH:26][CH:25]=2)[CH:22]=[CH:21][CH:20]=[CH:19][CH:18]=1. Product: [Br-:1].[CH2:2]([P+:23]([C:24]1[CH:25]=[CH:26][CH:27]=[CH:28][CH:29]=1)([C:30]1[CH:35]=[CH:34][CH:33]=[CH:32][CH:31]=1)[C:17]1[CH:18]=[CH:19][CH:20]=[CH:21][CH:22]=1)[CH2:3][CH2:4][CH2:5][CH2:6][CH2:7][CH2:8][CH2:9][CH2:10][CH2:11][CH2:12][CH2:13][CH2:14][CH2:15][CH3:16]. The catalyst class is: 23. (4) The catalyst class is: 8. Reactant: [NH2:1][C:2]1[CH:7]=[N:6][CH:5]=[CH:4][N:3]=1.C([N:16]=[C:17]=[S:18])(=O)C1C=CC=CC=1. Product: [N:3]1[CH:4]=[CH:5][N:6]=[CH:7][C:2]=1[NH:1][C:17]([NH2:16])=[S:18].